From a dataset of NCI-60 drug combinations with 297,098 pairs across 59 cell lines. Regression. Given two drug SMILES strings and cell line genomic features, predict the synergy score measuring deviation from expected non-interaction effect. (1) Drug 1: CC1C(C(=O)NC(C(=O)N2CCCC2C(=O)N(CC(=O)N(C(C(=O)O1)C(C)C)C)C)C(C)C)NC(=O)C3=C4C(=C(C=C3)C)OC5=C(C(=O)C(=C(C5=N4)C(=O)NC6C(OC(=O)C(N(C(=O)CN(C(=O)C7CCCN7C(=O)C(NC6=O)C(C)C)C)C)C(C)C)C)N)C. Drug 2: C1=CC=C(C=C1)NC(=O)CCCCCCC(=O)NO. Cell line: COLO 205. Synergy scores: CSS=3.18, Synergy_ZIP=-1.96, Synergy_Bliss=0.206, Synergy_Loewe=-1.58, Synergy_HSA=-1.44. (2) Drug 1: CC1CCC2CC(C(=CC=CC=CC(CC(C(=O)C(C(C(=CC(C(=O)CC(OC(=O)C3CCCCN3C(=O)C(=O)C1(O2)O)C(C)CC4CCC(C(C4)OC)O)C)C)O)OC)C)C)C)OC. Drug 2: CS(=O)(=O)OCCCCOS(=O)(=O)C. Cell line: SF-295. Synergy scores: CSS=31.7, Synergy_ZIP=-8.80, Synergy_Bliss=-1.89, Synergy_Loewe=-84.6, Synergy_HSA=-2.43. (3) Drug 1: C1=NC2=C(N=C(N=C2N1C3C(C(C(O3)CO)O)F)Cl)N. Drug 2: C(CC(=O)O)C(=O)CN.Cl. Cell line: HOP-62. Synergy scores: CSS=11.4, Synergy_ZIP=-5.35, Synergy_Bliss=1.76, Synergy_Loewe=-3.47, Synergy_HSA=-1.15. (4) Drug 1: COC1=NC(=NC2=C1N=CN2C3C(C(C(O3)CO)O)O)N. Drug 2: CCN(CC)CCCC(C)NC1=C2C=C(C=CC2=NC3=C1C=CC(=C3)Cl)OC. Cell line: LOX IMVI. Synergy scores: CSS=17.7, Synergy_ZIP=-3.38, Synergy_Bliss=-6.54, Synergy_Loewe=-8.07, Synergy_HSA=-1.27.